Predict which catalyst facilitates the given reaction. From a dataset of Catalyst prediction with 721,799 reactions and 888 catalyst types from USPTO. (1) Reactant: [CH2:1]([O:8][C@H:9]1[C@H:15]([O:16][CH2:17][C:18]2[CH:23]=[CH:22][CH:21]=[CH:20][CH:19]=2)[C@@H:14]([O:24][CH2:25][C:26]2[CH:31]=[CH:30][CH:29]=[CH:28][CH:27]=2)[C@:13]2([C:33]3[CH:38]=[CH:37][C:36]([Cl:39])=[C:35]([CH2:40][C:41]4[CH:46]=[CH:45][C:44]([O:47][CH3:48])=[C:43]([F:49])[C:42]=4[F:50])[CH:34]=3)[O:32][C@@:10]1([CH2:51][OH:52])[CH2:11][O:12]2)[C:2]1[CH:7]=[CH:6][CH:5]=[CH:4][CH:3]=1.I(C1C=CC=CC=1C(O)=O)(=O)=O. Product: [CH2:1]([O:8][C@H:9]1[C@H:15]([O:16][CH2:17][C:18]2[CH:19]=[CH:20][CH:21]=[CH:22][CH:23]=2)[C@@H:14]([O:24][CH2:25][C:26]2[CH:31]=[CH:30][CH:29]=[CH:28][CH:27]=2)[C@:13]2([C:33]3[CH:38]=[CH:37][C:36]([Cl:39])=[C:35]([CH2:40][C:41]4[CH:46]=[CH:45][C:44]([O:47][CH3:48])=[C:43]([F:49])[C:42]=4[F:50])[CH:34]=3)[O:32][C@@:10]1([CH:51]=[O:52])[CH2:11][O:12]2)[C:2]1[CH:7]=[CH:6][CH:5]=[CH:4][CH:3]=1. The catalyst class is: 13. (2) Reactant: [F:1][C:2]1([F:14])[CH2:10][N:9]2[C@H:4]([CH2:5][C:6](=O)[CH2:7][C:8]2([CH3:12])[CH3:11])[CH2:3]1.[C:15]1([C@@H:21]([NH2:23])[CH3:22])[CH:20]=[CH:19][CH:18]=[CH:17][CH:16]=1. Product: [F:1][C:2]1([F:14])[CH2:10][N:9]2[C@H:4]([CH2:5][C:6](=[N:23][C@H:21]([C:15]3[CH:20]=[CH:19][CH:18]=[CH:17][CH:16]=3)[CH3:22])[CH2:7][C:8]2([CH3:12])[CH3:11])[CH2:3]1. The catalyst class is: 11. (3) Reactant: [Si]([O:8][CH:9]1[CH2:18][C:17]2[C:16]([N:19]([CH3:35])[C:20]3[O:21][C:22]([C:25]4[CH:30]=[CH:29][C:28]([C:31]([F:34])([F:33])[F:32])=[CH:27][CH:26]=4)=[CH:23][N:24]=3)=[CH:15][CH:14]=[CH:13][C:12]=2[CH2:11][CH2:10]1)(C(C)(C)C)(C)C.[F-].C([N+](CCCC)(CCCC)CCCC)CCC. Product: [CH3:35][N:19]([C:20]1[O:21][C:22]([C:25]2[CH:26]=[CH:27][C:28]([C:31]([F:34])([F:32])[F:33])=[CH:29][CH:30]=2)=[CH:23][N:24]=1)[C:16]1[CH:15]=[CH:14][CH:13]=[C:12]2[C:17]=1[CH2:18][CH:9]([OH:8])[CH2:10][CH2:11]2. The catalyst class is: 7. (4) Reactant: [Cl:1][C:2]1[CH:3]=[C:4]([C@@H:12]([CH2:16][CH:17]2[CH2:22][CH2:21][C:20](=[O:23])[CH2:19][CH2:18]2)[C:13](O)=[O:14])[CH:5]=[CH:6][C:7]=1[S:8]([CH3:11])(=[O:10])=[O:9].C1(P(C2C=CC=CC=2)C2C=CC=CC=2)C=CC=CC=1.BrN1C(=O)CCC1=O.[NH2:51][C:52]1[CH:57]=[N:56][C:55]([CH3:58])=[CH:54][N:53]=1.N1C(C)=CC=CC=1C. Product: [Cl:1][C:2]1[CH:3]=[C:4]([C@@H:12]([CH2:16][CH:17]2[CH2:18][CH2:19][C:20](=[O:23])[CH2:21][CH2:22]2)[C:13]([NH:51][C:52]2[CH:57]=[N:56][C:55]([CH3:58])=[CH:54][N:53]=2)=[O:14])[CH:5]=[CH:6][C:7]=1[S:8]([CH3:11])(=[O:10])=[O:9]. The catalyst class is: 2. (5) Reactant: [F:1][C:2]1[CH:7]=[C:6]([F:8])[CH:5]=[CH:4][C:3]=1[C:9]1[CH2:12][CH2:11][C:10]=1[NH:13][CH:14]=[O:15].C(O[C:20](=[O:22])[CH3:21])(=O)C.C(N(CC)CC)C.C(=O)(O)[O-].[Na+]. Product: [F:1][C:2]1[CH:7]=[C:6]([F:8])[CH:5]=[CH:4][C:3]=1[C:9]1[CH2:12][CH2:11][C:10]=1[N:13]([CH:14]=[O:15])[C:20](=[O:22])[CH3:21]. The catalyst class is: 115.